From a dataset of Forward reaction prediction with 1.9M reactions from USPTO patents (1976-2016). Predict the product of the given reaction. (1) Given the reactants [CH2:1]1[C:10]2[C:5](=[CH:6][CH:7]=[CH:8][CH:9]=2)[CH2:4][CH2:3][NH:2]1.C(N(CC)CC)C.[CH2:18]([O:25][C:26]([N:28]1[CH2:33][CH2:32][CH:31]([CH:34]([C:40]([O:42][C:43]([CH3:46])([CH3:45])[CH3:44])=[O:41])[CH2:35][S:36](Cl)(=[O:38])=[O:37])[CH2:30][CH2:29]1)=[O:27])[C:19]1[CH:24]=[CH:23][CH:22]=[CH:21][CH:20]=1, predict the reaction product. The product is: [CH2:18]([O:25][C:26]([N:28]1[CH2:33][CH2:32][CH:31]([CH:34]([C:40]([O:42][C:43]([CH3:46])([CH3:45])[CH3:44])=[O:41])[CH2:35][S:36]([N:2]2[CH2:3][CH2:4][C:5]3[C:10](=[CH:9][CH:8]=[CH:7][CH:6]=3)[CH2:1]2)(=[O:38])=[O:37])[CH2:30][CH2:29]1)=[O:27])[C:19]1[CH:20]=[CH:21][CH:22]=[CH:23][CH:24]=1. (2) Given the reactants [NH2:1][C:2]1[O:3][C:4]2[CH:10]=[C:9]([O:11][C:12]3[CH:13]=[C:14]([CH:19]=[CH:20][CH:21]=3)[C:15]([O:17][CH3:18])=[O:16])[CH:8]=[CH:7][C:5]=2[N:6]=1.[CH:22]1([C:25](Cl)=[O:26])[CH2:24][CH2:23]1, predict the reaction product. The product is: [CH:22]1([C:25]([NH:1][C:2]2[O:3][C:4]3[CH:10]=[C:9]([O:11][C:12]4[CH:13]=[C:14]([CH:19]=[CH:20][CH:21]=4)[C:15]([O:17][CH3:18])=[O:16])[CH:8]=[CH:7][C:5]=3[N:6]=2)=[O:26])[CH2:24][CH2:23]1. (3) Given the reactants [Si]([O:8][C@H:9]1[CH2:14][CH2:13][CH2:12][CH2:11][C@@H:10]1[N:15]1[CH:23]([CH3:24])[C:22]2[C:21]3[CH:25]=[CH:26][CH:27]=[CH:28][C:20]=3[C:19]([CH2:29][N:30]3[CH2:35][CH2:34][C:33]([C:38]4[CH:43]=[CH:42][CH:41]=[CH:40][N:39]=4)([C:36]#[N:37])[CH2:32][CH2:31]3)=[CH:18][C:17]=2[C:16]1=[O:44])(C(C)(C)C)(C)C.N1C=CC=CC=1.F.C(=O)(O)[O-].[Na+], predict the reaction product. The product is: [OH:8][C@H:9]1[CH2:14][CH2:13][CH2:12][CH2:11][C@@H:10]1[N:15]1[CH:23]([CH3:24])[C:22]2[C:21]3[CH:25]=[CH:26][CH:27]=[CH:28][C:20]=3[C:19]([CH2:29][N:30]3[CH2:31][CH2:32][C:33]([C:38]4[CH:43]=[CH:42][CH:41]=[CH:40][N:39]=4)([C:36]#[N:37])[CH2:34][CH2:35]3)=[CH:18][C:17]=2[C:16]1=[O:44]. (4) Given the reactants [OH:1][C:2]1[CH:3]=[CH:4][C:5]2[O:9][C:8]([C:10]3[CH:18]=[CH:17][C:13]([C:14](O)=[O:15])=[CH:12][CH:11]=3)=[CH:7][C:6]=2[CH:19]=1.Cl, predict the reaction product. The product is: [OH:15][CH2:14][C:13]1[CH:12]=[CH:11][C:10]([C:8]2[O:9][C:5]3[CH:4]=[CH:3][C:2]([OH:1])=[CH:19][C:6]=3[CH:7]=2)=[CH:18][CH:17]=1. (5) The product is: [CH3:7][O:8][P:9]([O-:13])([O:11][CH3:12])=[O:10].[CH3:1][NH+:3]1[CH2:4][CH2:5][N:17]([CH3:18])[CH:16]1[N:15]([CH3:19])[CH3:14]. Given the reactants [CH2:1]([NH:3][CH2:4][CH3:5])C.O.[CH3:7][O:8][P:9]([O-:13])([O:11][CH3:12])=[O:10].[CH3:14][NH+:15]1[CH2:19][CH2:18][N:17](C)[CH:16]1Cl, predict the reaction product. (6) Given the reactants [CH3:1][C:2]1([CH3:19])[C@:4]2([C:17](=O)[N:7]3[C@@H:8]([C:11]4[CH:16]=[CH:15][CH:14]=[CH:13][CH:12]=4)[O:9][CH2:10][C@@H:6]3[CH2:5]2)[CH2:3]1.[H-].[H-].[H-].[H-].[Li+].[Al+3], predict the reaction product. The product is: [CH2:8]([N:7]1[C@H:6]([CH2:10][OH:9])[CH2:5][C@@:4]2([C:2]([CH3:19])([CH3:1])[CH2:3]2)[CH2:17]1)[C:11]1[CH:12]=[CH:13][CH:14]=[CH:15][CH:16]=1. (7) Given the reactants [C:1]([C:5]1[CH:6]=[C:7]([C:13](=[O:15])[CH3:14])[CH:8]=[C:9]([I:12])[C:10]=1[OH:11])([CH3:4])([CH3:3])[CH3:2].CI.[C:18](=O)([O-])[O-].[K+].[K+].Cl, predict the reaction product. The product is: [C:1]([C:5]1[CH:6]=[C:7]([C:13](=[O:15])[CH3:14])[CH:8]=[C:9]([I:12])[C:10]=1[O:11][CH3:18])([CH3:4])([CH3:2])[CH3:3].